Task: Predict the reactants needed to synthesize the given product.. Dataset: Full USPTO retrosynthesis dataset with 1.9M reactions from patents (1976-2016) Given the product [Cl:1][C:2]1[C:11]([CH2:12][OH:13])=[CH:10][C:9]2[C:4](=[CH:5][CH:6]=[CH:7][CH:8]=2)[N:3]=1, predict the reactants needed to synthesize it. The reactants are: [Cl:1][C:2]1[C:11]([CH:12]=[O:13])=[CH:10][C:9]2[C:4](=[CH:5][CH:6]=[CH:7][CH:8]=2)[N:3]=1.[BH4-].[Na+].